From a dataset of Full USPTO retrosynthesis dataset with 1.9M reactions from patents (1976-2016). Predict the reactants needed to synthesize the given product. (1) Given the product [Cl:2][C:3]1[C:4]([N:9]2[CH2:30][CH2:29][C:12]3[N:13]=[CH:14][N:15]=[C:16]([NH:17][C:18]4[CH:26]=[C:25]5[C:21]([C:22]([CH3:27])([CH3:28])[CH2:23][N:24]5[CH3:31])=[CH:20][CH:19]=4)[C:11]=3[CH2:10]2)=[N:5][CH:6]=[CH:7][CH:8]=1, predict the reactants needed to synthesize it. The reactants are: Cl.[Cl:2][C:3]1[C:4]([N:9]2[CH2:30][CH2:29][C:12]3[N:13]=[CH:14][N:15]=[C:16]([NH:17][C:18]4[CH:26]=[C:25]5[C:21]([C:22]([CH3:28])([CH3:27])[CH2:23][NH:24]5)=[CH:20][CH:19]=4)[C:11]=3[CH2:10]2)=[N:5][CH:6]=[CH:7][CH:8]=1.[CH3:31]N(C=O)C.C([O-])([O-])=O.[K+].[K+].CI. (2) Given the product [ClH:1].[C:23]([NH:16][C:14]([C:11]1[CH:12]=[N:13][C:8]([N:7]2[C:3](=[O:2])[C:4]([C:17]3[CH:18]=[N:19][CH:20]=[CH:21][CH:22]=3)=[CH:5][NH:6]2)=[CH:9][CH:10]=1)=[O:15])([CH3:26])([CH3:25])[CH3:24], predict the reactants needed to synthesize it. The reactants are: [ClH:1].[O:2]=[C:3]1[N:7]([C:8]2[N:13]=[CH:12][C:11]([C:14]([NH2:16])=[O:15])=[CH:10][CH:9]=2)[NH:6][CH:5]=[C:4]1[C:17]1[CH:18]=[N:19][CH:20]=[CH:21][CH:22]=1.[C:23](N)([CH3:26])([CH3:25])[CH3:24]. (3) Given the product [Cl:1][C:2]1[CH:3]=[C:4]2[C:8](=[CH:9][CH:10]=1)[NH:7][C:6](=[O:11])[C:5]12[CH2:19][CH2:18][CH2:15][CH2:16][CH2:17]1, predict the reactants needed to synthesize it. The reactants are: [Cl:1][C:2]1[CH:3]=[C:4]2[C:8](=[CH:9][CH:10]=1)[NH:7][C:6](=[O:11])[CH2:5]2.[Cl-].[Li+].Br[C:15](Br)([CH2:18][CH3:19])[CH2:16][CH3:17]. (4) Given the product [CH2:16]([O:23][CH2:24][CH2:25][O:26][C:27]1[CH:32]=[CH:31][C:30]([NH:33][C:34](=[O:45])[CH2:35][C:36]2[C:41]([F:42])=[CH:40][C:39]([C:11]3[CH:12]=[N:13][C:14]([O:23][CH2:16][C:17]4[CH:22]=[CH:21][C:20]([O:53][CH3:50])=[CH:19][CH:18]=4)=[C:9]([O:26][CH2:25][CH3:24])[CH:10]=3)=[CH:38][C:37]=2[F:44])=[CH:29][C:28]=1[C:46]([F:49])([F:48])[F:47])[C:17]1[CH:22]=[CH:21][CH:20]=[CH:19][CH:18]=1, predict the reactants needed to synthesize it. The reactants are: CC1(C)C(C)(C)OB([C:9]2[CH:10]=[CH:11][CH:12]=[N:13][CH:14]=2)O1.[CH2:16]([O:23][CH2:24][CH2:25][O:26][C:27]1[CH:32]=[CH:31][C:30]([NH:33][C:34](=[O:45])[CH2:35][C:36]2[C:41]([F:42])=[CH:40][C:39](Br)=[CH:38][C:37]=2[F:44])=[CH:29][C:28]=1[C:46]([F:49])([F:48])[F:47])[C:17]1[CH:22]=[CH:21][CH:20]=[CH:19][CH:18]=1.[C:50]([O-:53])([O-])=O.[Cs+].[Cs+].